This data is from Full USPTO retrosynthesis dataset with 1.9M reactions from patents (1976-2016). The task is: Predict the reactants needed to synthesize the given product. (1) Given the product [C:18]1([C:21]2[CH:22]=[CH:23][CH:24]=[CH:25][CH:26]=2)[CH:17]=[CH:16][C:15]([CH2:14][C@H:12]2[N:11](/[CH:27]=[CH:28]/[C:29]3[CH:30]=[CH:31][CH:32]=[CH:33][CH:34]=3)[C:10](=[O:35])[C:9](=[CH2:1])[CH2:13]2)=[CH:20][CH:19]=1, predict the reactants needed to synthesize it. The reactants are: [C:1]([C@@H:9]1[CH2:13][CH:12]([CH2:14][C:15]2[CH:20]=[CH:19][C:18]([C:21]3[CH:26]=[CH:25][CH:24]=[CH:23][CH:22]=3)=[CH:17][CH:16]=2)[N:11](/[CH:27]=[CH:28]/[C:29]2[CH:34]=[CH:33][CH:32]=[CH:31][CH:30]=2)[C:10]1=[O:35])(=O)C1C=CC=CC=1.C=O.N1CCOCC1. (2) Given the product [ClH:23].[CH2:1]([N:8]1[CH2:13][CH2:12][CH2:11][CH:10]([NH:14][NH2:15])[CH2:9]1)[C:2]1[CH:3]=[CH:4][CH:5]=[CH:6][CH:7]=1, predict the reactants needed to synthesize it. The reactants are: [CH2:1]([N:8]1[CH2:13][CH2:12][CH2:11][CH:10]([NH:14][NH:15]C(OC(C)(C)C)=O)[CH2:9]1)[C:2]1[CH:7]=[CH:6][CH:5]=[CH:4][CH:3]=1.[ClH:23]. (3) Given the product [N:1]1([C:10](=[O:11])[CH2:9][C:8](=[O:12])[CH3:7])[CH2:6][CH2:5][O:4][CH2:3][CH2:2]1, predict the reactants needed to synthesize it. The reactants are: [NH:1]1[CH2:6][CH2:5][O:4][CH2:3][CH2:2]1.[CH2:7]=[C:8]1[O:12][C:10](=[O:11])[CH2:9]1. (4) Given the product [Br:1][C:2]1[CH:3]=[C:4]([CH:8]=[CH:9][C:10]=1[OH:11])[C:5]([NH2:13])=[O:6], predict the reactants needed to synthesize it. The reactants are: [Br:1][C:2]1[CH:3]=[C:4]([CH:8]=[CH:9][C:10]=1[OH:11])[C:5](O)=[O:6].C[N:13](C=O)C.C(Cl)(=O)C(Cl)=O. (5) Given the product [CH3:27][O:26][C:23]1[CH:22]=[CH:21][C:20]([C:17]2[N:16]=[C:15]([C:12]3[CH:13]=[CH:14][C:9]([OH:8])=[CH:10][CH:11]=3)[O:19][N:18]=2)=[CH:25][CH:24]=1, predict the reactants needed to synthesize it. The reactants are: C([O:8][C:9]1[CH:14]=[CH:13][C:12]([C:15]2[O:19][N:18]=[C:17]([C:20]3[CH:25]=[CH:24][C:23]([O:26][CH3:27])=[CH:22][CH:21]=3)[N:16]=2)=[CH:11][CH:10]=1)C1C=CC=CC=1. (6) Given the product [CH:24]1[CH:23]=[C:20]2[C:21]([C:12]3[C:13]([NH:18][C:19]2=[CH:26][CH:25]=1)=[CH:14][C:15]1[C:16]([C:5]2[C:6]([NH:9][C:10]=1[CH:11]=3)=[CH:7][CH:8]=[CH:3][CH:4]=2)=[O:17])=[O:22], predict the reactants needed to synthesize it. The reactants are: CO[C:3]1[CH:8]=[CH:7][C:6]2[NH:9][C:10]3[C:15]([C:16](=[O:17])[C:5]=2[CH:4]=1)=[CH:14][C:13]1[NH:18][C:19]2[CH:26]=[CH:25][C:24](OC)=[CH:23][C:20]=2[C:21](=[O:22])[C:12]=1[CH:11]=3.C=O.C1(S(O)(=O)=O)C2C(=CC=CC=2)C=CC=1.C1C=C2C(C3C(NC2=CC=1)=CC1C(C2C(NC=1C=3)=CC=CC=2)=O)=O.C=O.C1(S(O)(=O)=O)C2C(=CC=CC=2)C=CC=1. (7) Given the product [ClH:10].[CH3:15][N:16]1[C:25]2[C:20](=[CH:21][C:22]([O:26][CH2:27][CH2:28][CH2:29][CH2:30][CH2:31][N:32]([CH2:33][CH2:34][C:35]3[CH:36]=[N:37][CH:38]=[CH:39][CH:40]=3)[C:49]([NH:48][C:42]3[CH:47]=[CH:46][CH:45]=[CH:44][CH:43]=3)=[O:50])=[CH:23][CH:24]=2)[CH:19]=[CH:18][C:17]1=[O:41], predict the reactants needed to synthesize it. The reactants are: C(N(C(C)C)C(C)C)C.[Cl:10]CCl.Cl.Cl.[CH3:15][N:16]1[C:25]2[C:20](=[CH:21][C:22]([O:26][CH2:27][CH2:28][CH2:29][CH2:30][CH2:31][NH:32][CH2:33][CH2:34][C:35]3[CH:36]=[N:37][CH:38]=[CH:39][CH:40]=3)=[CH:23][CH:24]=2)[CH:19]=[CH:18][C:17]1=[O:41].[C:42]1([N:48]=[C:49]=[O:50])[CH:47]=[CH:46][CH:45]=[CH:44][CH:43]=1.